Regression. Given two drug SMILES strings and cell line genomic features, predict the synergy score measuring deviation from expected non-interaction effect. From a dataset of NCI-60 drug combinations with 297,098 pairs across 59 cell lines. Drug 2: N.N.Cl[Pt+2]Cl. Drug 1: CC1=C(C=C(C=C1)C(=O)NC2=CC(=CC(=C2)C(F)(F)F)N3C=C(N=C3)C)NC4=NC=CC(=N4)C5=CN=CC=C5. Synergy scores: CSS=18.1, Synergy_ZIP=-10.2, Synergy_Bliss=-2.48, Synergy_Loewe=-10.0, Synergy_HSA=-6.40. Cell line: BT-549.